From a dataset of Full USPTO retrosynthesis dataset with 1.9M reactions from patents (1976-2016). Predict the reactants needed to synthesize the given product. (1) Given the product [OH:19][CH2:20][C:21]1[CH:26]=[CH:25][C:24]([C:2]2[C:10]3[N:9]4[CH2:11][CH2:12][CH2:13][NH:14][C:15](=[O:16])[C:8]4=[CH:7][C:6]=3[CH:5]=[C:4]([C:17]#[N:18])[CH:3]=2)=[CH:23][CH:22]=1, predict the reactants needed to synthesize it. The reactants are: Br[C:2]1[C:10]2[N:9]3[CH2:11][CH2:12][CH2:13][NH:14][C:15](=[O:16])[C:8]3=[CH:7][C:6]=2[CH:5]=[C:4]([C:17]#[N:18])[CH:3]=1.[OH:19][CH2:20][C:21]1[CH:26]=[CH:25][C:24](B(O)O)=[CH:23][CH:22]=1. (2) Given the product [CH:23]1([NH:26][C:4](=[O:6])[C:3]2[C:7]([CH3:11])=[CH:8][CH:9]=[CH:10][C:2]=2[F:1])[CH2:25][CH2:24]1, predict the reactants needed to synthesize it. The reactants are: [F:1][C:2]1[CH:10]=[CH:9][CH:8]=[C:7]([CH3:11])[C:3]=1[C:4]([OH:6])=O.O=S(Cl)Cl.CCN(CC)CC.[CH:23]1([NH2:26])[CH2:25][CH2:24]1. (3) Given the product [CH2:4]([O:3]/[CH:1]=[CH:2]/[C:13]1[C:12]([Cl:16])=[CH:11][N:10]=[C:9]([Cl:8])[N:14]=1)[CH2:5][CH2:6][CH3:7], predict the reactants needed to synthesize it. The reactants are: [CH:1]([O:3][CH2:4][CH2:5][CH2:6][CH3:7])=[CH2:2].[Cl:8][C:9]1[N:14]=[C:13](Cl)[C:12]([Cl:16])=[CH:11][N:10]=1.CCN(C(C)C)C(C)C.O. (4) Given the product [Br:1][C:2]1[CH:7]=[C:6]([C:8]([CH3:9])([CH3:11])[CH3:10])[CH:5]=[CH:4][C:3]=1[O:12][CH2:20][O:21][CH2:22][CH2:23][O:24][CH3:25], predict the reactants needed to synthesize it. The reactants are: [Br:1][C:2]1[CH:7]=[C:6]([C:8]([CH3:11])([CH3:10])[CH3:9])[CH:5]=[CH:4][C:3]=1[OH:12].C(N(CC)CC)C.[CH3:20][O:21][CH2:22][CH2:23][O:24][CH2:25]Cl.O. (5) Given the product [CH2:13]1[NH:14][CH2:15][CH2:16][N:11]2[CH2:10][CH2:9][C@H:8]([OH:7])[CH:12]12, predict the reactants needed to synthesize it. The reactants are: [H-].[H-].[H-].[H-].[Li+].[Al+3].[OH:7][C@@H:8]1[CH:12]2[C:13](=O)[NH:14][CH2:15][C:16](=O)[N:11]2[CH2:10][CH2:9]1.[OH-].[Na+]. (6) The reactants are: [C:1]([C:5]1[CH:10]=[CH:9][C:8]([CH:11]([NH:22][C:23]2[CH:31]=[CH:30][C:26]([C:27]([OH:29])=[O:28])=[CH:25][CH:24]=2)[C:12](=[O:21])[NH:13][C:14]2[CH:19]=[CH:18][C:17](I)=[CH:16][CH:15]=2)=[CH:7][CH:6]=1)([CH3:4])([CH3:3])[CH3:2].C(O)C.C([O-])([O-])=O.[Na+].[Na+].[O:41]1[C:45](B(O)O)=[CH:44][C:43]2[CH:49]=[CH:50][CH:51]=[CH:52][C:42]1=2. Given the product [O:41]1[C:42]2=[CH:52][CH:51]=[CH:50][C:49]2=[CH:43][CH:44]=[C:45]1[N:13]([C:14]1[CH:15]=[CH:16][CH:17]=[CH:18][CH:19]=1)[C:12]([CH:11]([NH:22][C:23]1[CH:31]=[CH:30][C:26]([C:27]([OH:29])=[O:28])=[CH:25][CH:24]=1)[C:8]1[CH:7]=[CH:6][C:5]([C:1]([CH3:4])([CH3:2])[CH3:3])=[CH:10][CH:9]=1)=[O:21], predict the reactants needed to synthesize it. (7) Given the product [CH3:1][O:2][C:3]1[CH:4]=[C:5]([CH:21]=[CH:22][C:23]=1[O:24][CH3:25])[CH2:6][CH:7]1[C:16]2[C:11](=[CH:12][C:13]([O:19][CH3:20])=[C:14]([O:17][CH3:18])[CH:15]=2)[CH2:10][CH2:9][N:8]1[CH2:27][C:28]([NH:31][CH:32]1[C:40]2[C:35](=[CH:36][CH:37]=[C:38]([O:41][CH3:42])[CH:39]=2)[CH2:34][CH2:33]1)=[O:29], predict the reactants needed to synthesize it. The reactants are: [CH3:1][O:2][C:3]1[CH:4]=[C:5]([CH:21]=[CH:22][C:23]=1[O:24][CH3:25])[CH2:6][CH:7]1[C:16]2[C:11](=[CH:12][C:13]([O:19][CH3:20])=[C:14]([O:17][CH3:18])[CH:15]=2)[CH2:10][CH2:9][NH:8]1.Br[CH2:27][C:28](Br)=[O:29].[NH2:31][CH:32]1[C:40]2[C:35](=[CH:36][CH:37]=[C:38]([O:41][CH3:42])[CH:39]=2)[CH2:34][CH2:33]1.